The task is: Predict the reaction yield, written as a fraction of the theoretical maximum amount of product (1.0 means a 100% yield; for example, 0.34 means a 34% yield).. This data is from Reaction yield outcomes from USPTO patents with 853,638 reactions. (1) The reactants are [C:1]([O:20]C)(=O)[CH2:2][CH2:3][CH2:4][CH2:5][CH2:6][CH2:7][CH2:8]/[CH:9]=[CH:10]\[CH2:11][CH2:12][CH2:13][CH2:14][CH2:15][CH2:16][CH2:17][CH3:18].[H-].[Na+].[OH-].[Na+]. The catalyst is C1(C)C(C)=CC=CC=1.O.O1CCCC1. The product is [CH3:17][CH2:16][CH2:15][CH2:14][CH2:13][CH2:12][CH2:11][CH2:10]/[CH:9]=[CH:8]\[CH2:7][CH2:6][CH2:5][CH2:4][CH2:3][CH2:2][CH2:1][C:1](=[O:20])[CH2:2][CH2:3][CH2:4][CH2:5][CH2:6][CH2:7][CH2:8]/[CH:9]=[CH:10]\[CH2:11][CH2:12][CH2:13][CH2:14][CH2:15][CH2:16][CH2:17][CH3:18]. The yield is 0.890. (2) The reactants are [C:1]([N:5]1[C:9]2=[N:10][CH:11]=[CH:12][CH:13]=[C:8]2[C@:7]2([CH2:22][C:16]3=[N:17][CH:18]=[C:19](Cl)[CH:20]=[C:15]3[CH2:14]2)[C:6]1=[O:23])([CH3:4])([CH3:3])[CH3:2].[C:24]([O-])([O-:26])=[O:25].[K+].[K+].Cl. The catalyst is CN1C(=O)CCC1.O.CC([O-])=O.CC([O-])=O.[Pd+2].C1(P(C2CCCCC2)CCCP(C2CCCCC2)C2CCCCC2)CCCCC1. The product is [C:1]([N:5]1[C:9]2=[N:10][CH:11]=[CH:12][CH:13]=[C:8]2[C@:7]2([CH2:22][C:16]3=[N:17][CH:18]=[C:19]([C:24]([OH:26])=[O:25])[CH:20]=[C:15]3[CH2:14]2)[C:6]1=[O:23])([CH3:4])([CH3:3])[CH3:2]. The yield is 0.950. (3) The reactants are Br[C:2]1[CH:3]=[C:4]2[C:9](=[CH:10][CH:11]=1)[N:8]([CH3:12])[C:7](=[O:13])[CH:6]=[CH:5]2.[B:14]1([B:14]2[O:18][C:17]([CH3:20])([CH3:19])[C:16]([CH3:22])([CH3:21])[O:15]2)[O:18][C:17]([CH3:20])([CH3:19])[C:16]([CH3:22])([CH3:21])[O:15]1.C([O-])(=O)C.[K+].C. The catalyst is O1CCOCC1. The product is [CH3:12][N:8]1[C:9]2[C:4](=[CH:3][C:2]([B:14]3[O:18][C:17]([CH3:20])([CH3:19])[C:16]([CH3:22])([CH3:21])[O:15]3)=[CH:11][CH:10]=2)[CH:5]=[CH:6][C:7]1=[O:13]. The yield is 0.210. (4) The reactants are [CH2:1]([C:8]1[CH:13]=[CH:12][C:11]([CH2:14][CH:15]([O:22][CH2:23][CH3:24])[C:16]([O:18][CH:19]([CH3:21])[CH3:20])=[O:17])=[CH:10][C:9]=1[OH:25])[C:2]1[CH:7]=[CH:6][CH:5]=[CH:4][CH:3]=1.CC(=O)CC.[CH3:31][S:32]([O:35][C:36]1[CH:41]=[CH:40][C:39]([CH2:42][CH2:43]CS([O-])(=O)=O)=[CH:38][CH:37]=1)(=[O:34])=[O:33].C(=O)([O-])[O-].[K+].[K+]. The catalyst is C(OCC)C.O. The product is [CH2:1]([C:8]1[CH:13]=[CH:12][C:11]([CH2:14][CH:15]([O:22][CH2:23][CH3:24])[C:16]([O:18][CH:19]([CH3:21])[CH3:20])=[O:17])=[CH:10][C:9]=1[O:25][CH2:43][CH2:42][C:39]1[CH:38]=[CH:37][C:36]([O:35][S:32]([CH3:31])(=[O:33])=[O:34])=[CH:41][CH:40]=1)[C:2]1[CH:3]=[CH:4][CH:5]=[CH:6][CH:7]=1. The yield is 0.580. (5) The reactants are [O:1]=[C:2]1[C:10]2([CH2:14][O:13][C:12]3[CH:15]=[C:16]4[C:20](=[CH:21][C:11]2=3)[CH2:19][CH2:18][O:17]4)[C:9]2[C:8]([CH:22]=O)=[CH:7][CH:6]=[CH:5][C:4]=2[N:3]1[CH2:24][C@H:25]1[CH2:29][CH2:28][CH2:27][O:26]1.[CH3:30][NH:31][CH3:32].C(O[BH-](OC(=O)C)OC(=O)C)(=O)C.[Na+]. The catalyst is ClC(Cl)C. The product is [CH3:30][N:31]([CH2:22][C:8]1[CH:7]=[CH:6][CH:5]=[C:4]2[C:9]=1[C:10]1([CH2:14][O:13][C:12]3[CH:15]=[C:16]4[C:20](=[CH:21][C:11]1=3)[CH2:19][CH2:18][O:17]4)[C:2](=[O:1])[N:3]2[CH2:24][C@H:25]1[CH2:29][CH2:28][CH2:27][O:26]1)[CH3:32]. The yield is 0.460. (6) The reactants are [Cl:1][C:2]1[C:7]([C:8]([OH:10])=O)=[CH:6][N:5]=[CH:4][CH:3]=1.[F:11][C:12]1[CH:18]=[C:17]([F:19])[CH:16]=[CH:15][C:13]=1[NH2:14].F[P-](F)(F)(F)(F)F.Br[P+](N1CCCC1)(N1CCCC1)N1CCCC1.C(N(C(C)C)CC)(C)C. The catalyst is ClCCl.CN(C=O)C. The product is [Cl:1][C:2]1[C:7]([C:8]([NH:14][C:13]2[CH:15]=[CH:16][C:17]([F:19])=[CH:18][C:12]=2[F:11])=[O:10])=[CH:6][N:5]=[CH:4][CH:3]=1. The yield is 0.420. (7) The reactants are [Br:1][C:2]1[CH:7]=[CH:6][C:5]([NH:8][C:9](=[O:27])[C:10]2[CH:15]=[CH:14][C:13]([O:16][C:17]3[CH:22]=[CH:21][C:20]([OH:23])=[CH:19][CH:18]=3)=[C:12]([N+:24]([O-])=O)[CH:11]=2)=[CH:4][CH:3]=1.C(=O)([O-])[O-].[Na+].[Na+]. The catalyst is C(O)(=O)C.C(O)C.O.[Fe]. The product is [NH2:24][C:12]1[CH:11]=[C:10]([CH:15]=[CH:14][C:13]=1[O:16][C:17]1[CH:22]=[CH:21][C:20]([OH:23])=[CH:19][CH:18]=1)[C:9]([NH:8][C:5]1[CH:6]=[CH:7][C:2]([Br:1])=[CH:3][CH:4]=1)=[O:27]. The yield is 0.920. (8) The reactants are [OH:1][C:2]1[CH:14]=[CH:13][C:5]2[N:6]=[C:7]([C:9]([O:11]C)=[O:10])[O:8][C:4]=2[CH:3]=1.[OH-].[Na+].Cl. No catalyst specified. The yield is 0.880. The product is [OH:1][C:2]1[CH:14]=[CH:13][C:5]2[N:6]=[C:7]([C:9]([OH:11])=[O:10])[O:8][C:4]=2[CH:3]=1. (9) The reactants are [NH2:1][C:2]1[N:7]=[C:6]([C:8]2C(C)=C(S([O-])(=O)=O)C(C)=CC=2C)[C:5]([CH2:21][C:22]2[CH:27]=[CH:26][C:25]([Br:28])=[CH:24][C:23]=2[O:29][CH3:30])=[C:4](C)[N:3]=1.[NH2:32][C@@H:33]([CH2:37][CH2:38][CH3:39])[CH2:34][CH2:35][OH:36]. No catalyst specified. The product is [NH2:1][C:2]1[N:3]=[C:4]([NH:32][C@@H:33]([CH2:37][CH2:38][CH3:39])[CH2:34][CH2:35][OH:36])[C:5]([CH2:21][C:22]2[CH:27]=[CH:26][C:25]([Br:28])=[CH:24][C:23]=2[O:29][CH3:30])=[C:6]([CH3:8])[N:7]=1. The yield is 0.840.